From a dataset of Forward reaction prediction with 1.9M reactions from USPTO patents (1976-2016). Predict the product of the given reaction. (1) Given the reactants C(O)(=O)C.[NH2:5][C:6]([CH3:16])([CH3:15])[CH2:7][C:8]1[CH:13]=[CH:12][C:11]([OH:14])=[CH:10][CH:9]=1.C([O-])([O-])=O.[K+].[K+].Cl[C:24]1[CH:32]=[CH:31][C:27]([C:28]([NH2:30])=[O:29])=[CH:26][N:25]=1.CC(N(C)C)=O, predict the reaction product. The product is: [NH2:5][C:6]([CH3:16])([CH3:15])[CH2:7][C:8]1[CH:13]=[CH:12][C:11]([O:14][C:24]2[CH:32]=[CH:31][C:27]([C:28](=[O:29])[NH2:30])=[CH:26][N:25]=2)=[CH:10][CH:9]=1. (2) Given the reactants [Cl:1][C:2]1[CH:3]=[C:4]2[C:10]([C:11]3[N:16]=[C:15](S(C)(=O)=O)[C:14]([F:21])=[CH:13][N:12]=3)=[CH:9][N:8](S(C3C=CC(C)=CC=3)(=O)=O)[C:5]2=[N:6][CH:7]=1.[NH2:32][C@H:33]1[CH2:38][CH2:37][CH2:36][CH2:35][C@@H:34]1[C:39]([OH:41])=[O:40].C([O-])([O-])=O.[Na+].[Na+].CCN(C(C)C)C(C)C.[Li+].[OH-].Cl, predict the reaction product. The product is: [Cl:1][C:2]1[CH:3]=[C:4]2[C:10]([C:11]3[N:16]=[C:15]([NH:32][C@H:33]4[CH2:38][CH2:37][CH2:36][CH2:35][C@@H:34]4[C:39]([OH:41])=[O:40])[C:14]([F:21])=[CH:13][N:12]=3)=[CH:9][NH:8][C:5]2=[N:6][CH:7]=1. (3) Given the reactants [Cl:1][C:2]1[CH:3]=[CH:4][C:5]([C:34]#[N:35])=[C:6]([C:8]2[C:13]([O:14][CH3:15])=[CH:12][N:11]([CH2:16][C:17]([NH:19][C:20]3[CH:32]=[CH:31][C:23]([C:24]([O:26]C(C)(C)C)=[O:25])=[CH:22][CH:21]=3)=[O:18])[C:10](=[O:33])[CH:9]=2)[CH:7]=1.C(O)(C(F)(F)F)=O, predict the reaction product. The product is: [Cl:1][C:2]1[CH:3]=[CH:4][C:5]([C:34]#[N:35])=[C:6]([C:8]2[C:13]([O:14][CH3:15])=[CH:12][N:11]([CH2:16][C:17]([NH:19][C:20]3[CH:32]=[CH:31][C:23]([C:24]([OH:26])=[O:25])=[CH:22][CH:21]=3)=[O:18])[C:10](=[O:33])[CH:9]=2)[CH:7]=1. (4) Given the reactants C([Li])CCC.[CH2:6]([O:10][CH:11]1[CH2:16][CH2:15][CH2:14][CH2:13][O:12]1)[CH2:7][CH:8]=[CH2:9].[CH2:17]([Si:20](Cl)([CH3:22])[CH3:21])[CH:18]=[CH2:19], predict the reaction product. The product is: [CH2:17]([Si:20]([CH3:22])([CH3:21])[C:9]#[C:8][CH2:7][CH2:6][O:10][CH:11]1[CH2:16][CH2:15][CH2:14][CH2:13][O:12]1)[CH:18]=[CH2:19]. (5) Given the reactants [F:1][C:2]1[CH:3]=[C:4]([C:8]2[CH:9]=[CH:10][C:11]3[N:12]=[CH:13][N:14]=[C:15]([NH2:18])[C:16]=3[N:17]=2)[CH:5]=[CH:6][CH:7]=1.[H-].[Na+].I[CH2:22][CH3:23], predict the reaction product. The product is: [F:1][C:2]1[CH:3]=[C:4]([C:8]2[CH:9]=[CH:10][C:11]3[N:12]=[CH:13][N:14]=[C:15]([NH:18][CH2:22][CH3:23])[C:16]=3[N:17]=2)[CH:5]=[CH:6][CH:7]=1. (6) Given the reactants [CH3:1][O:2][C:3]1[CH:9]=[CH:8][C:7]([O:10][CH3:11])=[CH:6][C:4]=1[NH2:5].C(=O)(O)[O-].[Na+].[Cl:17][CH2:18][C:19](Cl)=[O:20], predict the reaction product. The product is: [Cl:17][CH2:18][C:19]([NH:5][C:4]1[CH:6]=[C:7]([O:10][CH3:11])[CH:8]=[CH:9][C:3]=1[O:2][CH3:1])=[O:20].